This data is from NCI-60 drug combinations with 297,098 pairs across 59 cell lines. The task is: Regression. Given two drug SMILES strings and cell line genomic features, predict the synergy score measuring deviation from expected non-interaction effect. Drug 1: CC1C(C(CC(O1)OC2CC(CC3=C2C(=C4C(=C3O)C(=O)C5=C(C4=O)C(=CC=C5)OC)O)(C(=O)CO)O)N)O.Cl. Drug 2: COC1=C2C(=CC3=C1OC=C3)C=CC(=O)O2. Cell line: OVCAR-5. Synergy scores: CSS=5.47, Synergy_ZIP=-0.427, Synergy_Bliss=3.29, Synergy_Loewe=1.44, Synergy_HSA=1.91.